This data is from Reaction yield outcomes from USPTO patents with 853,638 reactions. The task is: Predict the reaction yield, written as a fraction of the theoretical maximum amount of product (1.0 means a 100% yield; for example, 0.34 means a 34% yield). (1) The reactants are [C:1]12([CH2:11][S:12]([OH:15])(=[O:14])=[O:13])[C:8]([CH3:10])([CH3:9])[CH:5]([CH2:6][CH2:7]1)[CH2:4][C:2]2=[O:3].[F:16][C:17]1[CH:18]=[C:19]([NH2:28])[CH:20]=[C:21]2[C:25]=1[C:24]([CH3:27])([CH3:26])[CH2:23][CH2:22]2. The catalyst is C(OCC)(=O)C. The product is [C:1]12([CH2:11][S:12]([OH:15])(=[O:13])=[O:14])[C:8]([CH3:10])([CH3:9])[CH:5]([CH2:6][CH2:7]1)[CH2:4][C:2]2=[O:3].[F:16][C:17]1[CH:18]=[C:19]([NH2:28])[CH:20]=[C:21]2[C:25]=1[C:24]([CH3:26])([CH3:27])[CH2:23][CH2:22]2. The yield is 0.580. (2) The reactants are [F:1][C:2]1[CH:7]=[CH:6][C:5]([C:8]2[C:16]3[C:11](=[CH:12][CH:13]=[C:14]([N+:17]([O-])=O)[CH:15]=3)[N:10](COCCOC)[N:9]=2)=[CH:4][CH:3]=1.[CH:26](=O)[CH3:27]. The catalyst is C(O)C.[Pd].[C]. The product is [CH2:26]([NH:17][C:14]1[CH:15]=[C:16]2[C:11](=[CH:12][CH:13]=1)[NH:10][N:9]=[C:8]2[C:5]1[CH:4]=[CH:3][C:2]([F:1])=[CH:7][CH:6]=1)[CH3:27]. The yield is 0.110. (3) The reactants are C1(C)C=CC=CC=1.[F:8][C:9]([F:20])([F:19])[C:10]([C:12]1[CH:17]=[CH:16][C:15]([F:18])=[CH:14][CH:13]=1)=[O:11].[B]1OC2C(=CC=CC=2)O1.Cl. The catalyst is O1CCBN1.C(OCC)(=O)C.ClCCl. The product is [F:20][C:9]([F:8])([F:19])[C@@H:10]([C:12]1[CH:13]=[CH:14][C:15]([F:18])=[CH:16][CH:17]=1)[OH:11]. The yield is 0.870. (4) The reactants are [CH3:1][O:2][C:3]1[CH:4]=[C:5]([CH2:11][C@H:12]([NH2:17])[C:13]([O:15][CH3:16])=[O:14])[CH:6]=[CH:7][C:8]=1[O:9][CH3:10].[I:18]N1C(=O)CCC1=O.[Al]. The catalyst is C(#N)C.FC(F)(F)C(O)=O. The product is [I:18][C:6]1[CH:7]=[C:8]([O:9][CH3:10])[C:3]([O:2][CH3:1])=[CH:4][C:5]=1[CH2:11][C@H:12]([NH2:17])[C:13]([O:15][CH3:16])=[O:14]. The yield is 0.850. (5) The reactants are [N:1]1([CH2:6][C:7]#[C:8][CH2:9][OH:10])[CH2:5][CH2:4][CH2:3][CH2:2]1.[H-].[Al+3].[Li+].[H-].[H-].[H-].[OH-].[Na+]. The catalyst is C1COCC1. The product is [N:1]1([CH2:6]/[CH:7]=[CH:8]/[CH2:9][OH:10])[CH2:5][CH2:4][CH2:3][CH2:2]1. The yield is 0.700. (6) The reactants are [Cl:1][C:2]1[CH:19]=[CH:18][C:17]([Cl:20])=[CH:16][C:3]=1[O:4][C:5]1[CH:12]=[CH:11][C:8]([C:9]#[N:10])=[CH:7][C:6]=1[N+:13]([O-])=O.S(S([O-])=O)([O-])=O.[Na+].[Na+]. The catalyst is C1COCC1.O. The product is [NH2:13][C:6]1[CH:7]=[C:8]([CH:11]=[CH:12][C:5]=1[O:4][C:3]1[CH:16]=[C:17]([Cl:20])[CH:18]=[CH:19][C:2]=1[Cl:1])[C:9]#[N:10]. The yield is 1.04. (7) The reactants are [S:1]1[C:5]2[CH:6]=[CH:7][C:8]([NH:10][C:11]3[C:20]4[C:15](=[CH:16][C:17]([O:22]C)=[C:18](I)[CH:19]=4)[N:14]=[CH:13][N:12]=3)=[CH:9][C:4]=2[N:3]=[CH:2]1.[CH3:24][C:25]([S-:28])([CH3:27])[CH3:26].[Na+]. The catalyst is CN(C=O)C. The product is [S:1]1[C:5]2[CH:6]=[CH:7][C:8]([NH:10][C:11]3[C:20]4[C:15](=[CH:16][C:17]([OH:22])=[C:18]([S:28][C:25]([CH3:27])([CH3:26])[CH3:24])[CH:19]=4)[N:14]=[CH:13][N:12]=3)=[CH:9][C:4]=2[N:3]=[CH:2]1. The yield is 0.490.